From a dataset of Forward reaction prediction with 1.9M reactions from USPTO patents (1976-2016). Predict the product of the given reaction. (1) Given the reactants [NH2:1][C:2]1[N:9]=[C:8]([C:10]2[CH:15]=[CH:14][CH:13]=[CH:12][C:11]=2[O:16][CH2:17][C:18]2[CH:23]=[CH:22][C:21]([O:24][CH3:25])=[CH:20][CH:19]=2)[CH:7]=[C:6]([C:26]2[CH:31]=[CH:30][C:29](Cl)=[C:28]([N+:33]([O-:35])=[O:34])[CH:27]=2)[C:3]=1[C:4]#[N:5].[CH2:36]([N:38](CC)[CH2:39]C)C.Cl.CNC, predict the reaction product. The product is: [NH2:1][C:2]1[N:9]=[C:8]([C:10]2[CH:15]=[CH:14][CH:13]=[CH:12][C:11]=2[O:16][CH2:17][C:18]2[CH:23]=[CH:22][C:21]([O:24][CH3:25])=[CH:20][CH:19]=2)[CH:7]=[C:6]([C:26]2[CH:31]=[CH:30][C:29]([N:38]([CH3:39])[CH3:36])=[C:28]([N+:33]([O-:35])=[O:34])[CH:27]=2)[C:3]=1[C:4]#[N:5]. (2) Given the reactants [NH2:1][C@H:2]([C:4]1[N:9]([C:10]2[CH:15]=[CH:14][CH:13]=[CH:12][CH:11]=2)[C:8](=[O:16])[C:7]2=[C:17]([C:20]#[C:21][CH2:22][CH2:23][CH2:24][C:25]([N:27]3[CH2:32][CH2:31][N:30]([CH:33]([CH3:35])[CH3:34])[CH2:29][CH2:28]3)=[O:26])[CH:18]=[CH:19][N:6]2[N:5]=1)[CH3:3].[NH2:36][C:37]1[C:42]([C:43]#[N:44])=[C:41](Cl)[N:40]=[CH:39][N:38]=1.CCN(C(C)C)C(C)C, predict the reaction product. The product is: [NH2:36][C:37]1[C:42]([C:43]#[N:44])=[C:41]([NH:1][C@H:2]([C:4]2[N:9]([C:10]3[CH:15]=[CH:14][CH:13]=[CH:12][CH:11]=3)[C:8](=[O:16])[C:7]3=[C:17]([C:20]#[C:21][CH2:22][CH2:23][CH2:24][C:25]([N:27]4[CH2:32][CH2:31][N:30]([CH:33]([CH3:35])[CH3:34])[CH2:29][CH2:28]4)=[O:26])[CH:18]=[CH:19][N:6]3[N:5]=2)[CH3:3])[N:40]=[CH:39][N:38]=1. (3) Given the reactants Cl[C:2]1[C:11]([CH3:12])=[C:10]([Cl:13])[C:9]2[C:4](=[CH:5][C:6]([F:15])=[CH:7][C:8]=2[F:14])[N:3]=1.[CH3:16][C:17]1[CH:18]=[CH:19][C:20]([S:26][CH3:27])=[C:21](B(O)O)[CH:22]=1, predict the reaction product. The product is: [Cl:13][C:10]1[C:9]2[C:4](=[CH:5][C:6]([F:15])=[CH:7][C:8]=2[F:14])[N:3]=[C:2]([C:19]2[CH:18]=[C:17]([CH3:16])[CH:22]=[CH:21][C:20]=2[S:26][CH3:27])[C:11]=1[CH3:12]. (4) Given the reactants [Cl:1][C:2]1[CH:3]=[C:4]([C:8]2[C:13]3[N:14]([CH2:26][C@H:27]4[CH2:32][CH2:31][C@H:30]([CH3:33])[CH2:29][CH2:28]4)[C:15]([N:17]4[CH2:22][CH2:21][O:20][C@@H:19]5[CH2:23][CH2:24][CH2:25][C@@H:18]45)=[N:16][C:12]=3[C:11]([OH:34])=[C:10]([C:35]#[N:36])[N:9]=2)[CH:5]=[N:6][CH:7]=1.[C:37]([O-])([O-])=O.[Cs+].[Cs+].CI, predict the reaction product. The product is: [Cl:1][C:2]1[CH:3]=[C:4]([C:8]2[C:13]3[N:14]([CH2:26][C@H:27]4[CH2:32][CH2:31][C@H:30]([CH3:33])[CH2:29][CH2:28]4)[C:15]([N:17]4[CH2:22][CH2:21][O:20][C@@H:19]5[CH2:23][CH2:24][CH2:25][C@@H:18]45)=[N:16][C:12]=3[C:11]([O:34][CH3:37])=[C:10]([C:35]#[N:36])[N:9]=2)[CH:5]=[N:6][CH:7]=1. (5) Given the reactants [CH3:1][C@@H:2]1[CH2:7][O:6][CH2:5][CH2:4][NH:3]1.[CH2:8]=O.[N+:10]([C:12]1[CH:17]=[CH:16][C:15]([C:18]([F:21])([F:20])[F:19])=[CH:14][N:13]=1)#[C-:11].C[Si]([N:26]=[N+:27]=[N-:28])(C)C, predict the reaction product. The product is: [CH3:1][C@@H:2]1[CH2:7][O:6][CH2:5][CH2:4][N:3]1[CH2:8][C:11]1[N:10]([C:12]2[CH:17]=[CH:16][C:15]([C:18]([F:21])([F:19])[F:20])=[CH:14][N:13]=2)[N:28]=[N:27][N:26]=1.